Dataset: Full USPTO retrosynthesis dataset with 1.9M reactions from patents (1976-2016). Task: Predict the reactants needed to synthesize the given product. (1) Given the product [CH2:24]([O:26][C:27]([CH2:29][NH:30][CH2:31][CH2:32][C:33]1[CH:39]=[CH:38][C:36]([NH:37]/[C:4](=[C:11]2\[C:12](=[O:23])[NH:13][C:14]3[C:19]\2=[CH:18][C:17]([N+:20]([O-:22])=[O:21])=[CH:16][CH:15]=3)/[C:5]2[CH:6]=[CH:7][CH:8]=[CH:9][CH:10]=2)=[CH:35][CH:34]=1)=[O:28])[CH3:25], predict the reactants needed to synthesize it. The reactants are: C(O[C:4](=[C:11]1[C:19]2[C:14](=[CH:15][CH:16]=[C:17]([N+:20]([O-:22])=[O:21])[CH:18]=2)[NH:13][C:12]1=[O:23])[C:5]1[CH:10]=[CH:9][CH:8]=[CH:7][CH:6]=1)C.[CH2:24]([O:26][C:27]([CH2:29][NH:30][CH2:31][CH2:32][C:33]1[CH:39]=[CH:38][C:36]([NH2:37])=[CH:35][CH:34]=1)=[O:28])[CH3:25]. (2) Given the product [NH:6]([S:7]([C:10]([F:13])([F:11])[F:12])(=[O:9])=[O:8])[S:14]([C:17]([F:20])([F:19])[F:18])(=[O:16])=[O:15].[NH:6]([S:7]([C:10]([F:13])([F:11])[F:12])(=[O:9])=[O:8])[S:14]([C:17]([F:20])([F:19])[F:18])(=[O:16])=[O:15].[Ba:5], predict the reactants needed to synthesize it. The reactants are: C(=O)([O-])[O-].[Ba+2:5].[NH:6]([S:14]([C:17]([F:20])([F:19])[F:18])(=[O:16])=[O:15])[S:7]([C:10]([F:13])([F:12])[F:11])(=[O:9])=[O:8]. (3) Given the product [Br:19][C:20]1[CH:25]=[CH:24][CH:23]=[C:22]([CH:26]2[CH2:1][CH2:27]2)[CH:21]=1, predict the reactants needed to synthesize it. The reactants are: [CH2:1]([Zn]CC)C.ClC1C=C(Cl)C=C(Cl)C=1O.ICI.[Br:19][C:20]1[CH:25]=[CH:24][CH:23]=[C:22]([CH:26]=[CH2:27])[CH:21]=1.[Mn]([O-])(=O)(=O)=O.[K+].O.